This data is from Full USPTO retrosynthesis dataset with 1.9M reactions from patents (1976-2016). The task is: Predict the reactants needed to synthesize the given product. (1) The reactants are: [OH:1][CH:2]([C:4]1([C:10]([OH:12])=O)[CH2:8][CH2:7][C:6](=[O:9])[CH2:5]1)[CH3:3].O[N:14]1C2N=CC=CC=2N=N1.C(Cl)CCl.C(OC1C=CC(C(F)(F)F)=CC=1CN)(C)(C)C. Given the product [OH:1][CH:2]([C:4]1([C:10]([NH2:14])=[O:12])[CH2:8][CH2:7][C:6](=[O:9])[CH2:5]1)[CH3:3], predict the reactants needed to synthesize it. (2) Given the product [Cl:12][C:9]1[N:10]=[C:11]2[C:6](=[CH:7][CH:8]=1)[N:5]=[CH:4][C:3]([C:13](=[O:15])[CH3:14])=[C:2]2[NH:28][C:26]1[CH:25]=[N:24][N:23]([CH:20]2[CH2:21][CH2:22][N:17]([CH3:16])[CH2:18][CH2:19]2)[CH:27]=1, predict the reactants needed to synthesize it. The reactants are: Cl[C:2]1[C:11]2[C:6](=[CH:7][CH:8]=[C:9]([Cl:12])[N:10]=2)[N:5]=[CH:4][C:3]=1[C:13](=[O:15])[CH3:14].[CH3:16][N:17]1[CH2:22][CH2:21][CH:20]([N:23]2[CH:27]=[C:26]([NH2:28])[CH:25]=[N:24]2)[CH2:19][CH2:18]1. (3) Given the product [Cl:1][C:2]1[C:7]([C:8]([F:11])([F:9])[F:10])=[CH:6][N:5]=[C:4]([NH:12][C:13]2[CH:27]=[CH:26][CH:16]=[CH:15][C:14]=2[O:28][CH3:29])[N:3]=1, predict the reactants needed to synthesize it. The reactants are: [Cl:1][C:2]1[C:7]([C:8]([F:11])([F:10])[F:9])=[CH:6][N:5]=[C:4]([NH:12][C:13]2[CH:27]=[CH:26][C:16](CP(=O)(OCC)OCC)=[CH:15][C:14]=2[O:28][CH3:29])[N:3]=1.ClC1N=C(Cl)C(C(F)(F)F)=CN=1.COC1C=CC=CC=1N. (4) Given the product [Si:1]([O:8][C@@H:17]1[N:23]([C:24]([O:26][CH2:27][C:28]2[CH:29]=[CH:30][C:31]([NH:34][NH:35][CH:36]([CH3:52])[C:37]([NH:39][CH:40]([CH:49]([CH3:51])[CH3:50])[C:41](=[O:48])[C:42]([O:44][CH2:45][CH:46]=[CH2:47])=[O:43])=[O:38])=[CH:32][CH:33]=2)=[O:25])[C:22]2[CH:53]=[C:54]([O:59][Si:60]([CH:64]([CH3:66])[CH3:65])([CH:67]([CH3:68])[CH3:69])[CH:61]([CH3:62])[CH3:63])[C:55]([O:57][CH3:58])=[CH:56][C:21]=2[C:20](=[O:70])[N:19]2[CH:71]=[C:72]([CH3:74])[CH2:73][C@@H:18]12)([C:4]([CH3:7])([CH3:6])[CH3:5])([CH3:3])[CH3:2], predict the reactants needed to synthesize it. The reactants are: [Si:1]([O:8]S(C(F)(F)F)(=O)=O)([C:4]([CH3:7])([CH3:6])[CH3:5])([CH3:3])[CH3:2].O[C@@H:17]1[N:23]([C:24]([O:26][CH2:27][C:28]2[CH:33]=[CH:32][C:31]([NH:34][NH:35][CH:36]([CH3:52])[C:37]([NH:39][CH:40]([CH:49]([CH3:51])[CH3:50])[C:41](=[O:48])[C:42]([O:44][CH2:45][CH:46]=[CH2:47])=[O:43])=[O:38])=[CH:30][CH:29]=2)=[O:25])[C:22]2[CH:53]=[C:54]([O:59][Si:60]([CH:67]([CH3:69])[CH3:68])([CH:64]([CH3:66])[CH3:65])[CH:61]([CH3:63])[CH3:62])[C:55]([O:57][CH3:58])=[CH:56][C:21]=2[C:20](=[O:70])[N:19]2[CH:71]=[C:72]([CH3:74])[CH2:73][C@@H:18]12.N1C(C)=CC=CC=1C.